From a dataset of Retrosynthesis with 50K atom-mapped reactions and 10 reaction types from USPTO. Predict the reactants needed to synthesize the given product. (1) Given the product O=[N+]([O-])c1cc(Br)cc(Oc2ccc(F)cc2F)c1, predict the reactants needed to synthesize it. The reactants are: O=[N+]([O-])c1cc(F)cc(Br)c1.Oc1ccc(F)cc1F. (2) Given the product COC(=O)c1ccc(OCCCc2ccc(OCc3ccc(Oc4ccccc4)cc3)cc2)c(C(=O)NC2CCCC(C(=O)OC)C2)c1, predict the reactants needed to synthesize it. The reactants are: COC(=O)c1ccc(OCCCc2ccc(O)cc2)c(C(=O)NC2CCCC(C(=O)OC)C2)c1.ClCc1ccc(Oc2ccccc2)cc1. (3) The reactants are: Cc1csc(N)n1.Clc1cc(Oc2ccccc2)ncn1. Given the product Cc1csc(Nc2cc(Oc3ccccc3)ncn2)n1, predict the reactants needed to synthesize it. (4) Given the product C[C@@]1(c2cccc(Br)c2)Cn2ccnc2C(=O)N1, predict the reactants needed to synthesize it. The reactants are: CCOC(=O)c1nccn1C[C@](C)(N)c1cccc(Br)c1. (5) Given the product O=C1OCCN1CCN1CCN(C2Cc3cc(Cl)ccc3Oc3ccccc32)CC1, predict the reactants needed to synthesize it. The reactants are: Clc1ccc2c(c1)CC(N1CCNCC1)c1ccccc1O2.O=C1OCCN1CCCl. (6) Given the product CCOC(=O)Nc1ccc2c(ccn2-c2ccc(NC(=O)N(O)c3ccc(Cl)c(C(F)(F)F)c3)cc2)c1, predict the reactants needed to synthesize it. The reactants are: CCOC(=O)Cl.Nc1ccc2c(ccn2-c2ccc(NC(=O)N(O)c3ccc(Cl)c(C(F)(F)F)c3)cc2)c1. (7) Given the product NCc1nccn1Cc1cccs1, predict the reactants needed to synthesize it. The reactants are: N#Cc1nccn1Cc1cccs1. (8) Given the product CN1CC(=O)N(c2ccc(-n3cc4c(n3)CCN(C3CCC3)CC4)cc2)C1=O, predict the reactants needed to synthesize it. The reactants are: Brc1ccc(-n2cc3c(n2)CCN(C2CCC2)CC3)cc1.CN1CC(=O)NC1=O. (9) Given the product CC(C)N(CCCCN)C[C@H]1O[C@@H](n2cnc3c(N)ncnc32)[C@@H]2OC(C)(C)O[C@H]12, predict the reactants needed to synthesize it. The reactants are: CC(C)N(CCCCN1C(=O)c2ccccc2C1=O)C[C@H]1O[C@@H](n2cnc3c(N)ncnc32)C2OC(C)(C)O[C@@H]21. (10) Given the product COC(=O)c1cccc(-n2c(C)cc(OCc3ccc(F)cc3F)cc2=O)c1C, predict the reactants needed to synthesize it. The reactants are: COC(=O)c1cccc(-n2c(C)cc(O)cc2=O)c1C.Fc1ccc(CBr)c(F)c1.